From a dataset of Catalyst prediction with 721,799 reactions and 888 catalyst types from USPTO. Predict which catalyst facilitates the given reaction. (1) Reactant: [S:1]1[C:5]2[CH:6]=[CH:7][CH:8]=[CH:9][C:4]=2[N:3]=[C:2]1[C:10]([OH:12])=O.C(N1C=CN=C1)(N1C=CN=C1)=O.Cl.[CH3:26][C@H:27]1[CH2:32][CH2:31][C@H:30]([NH2:33])[CH2:29][CH2:28]1.C(N(CC)C(C)C)(C)C.Cl. Product: [CH3:26][C@H:27]1[CH2:32][CH2:31][C@H:30]([NH:33][C:10]([C:2]2[S:1][C:5]3[CH:6]=[CH:7][CH:8]=[CH:9][C:4]=3[N:3]=2)=[O:12])[CH2:29][CH2:28]1. The catalyst class is: 9. (2) Reactant: [OH:1][CH2:2][C@@H:3]1[C@@H:8]([NH:9][C:10](=[O:16])[O:11][C:12]([CH3:15])([CH3:14])[CH3:13])[CH2:7][CH2:6][O:5][CH2:4]1.[Cl:17][C:18]1[CH:19]=[N:20][N:21]([C:23]2[CH:28]=[CH:27][C:26](O)=[CH:25][C:24]=2[F:30])[CH:22]=1.C1CCN(C(N=NC(N2CCCCC2)=O)=O)CC1.C(P(CCCC)CCCC)CCC. Product: [Cl:17][C:18]1[CH:19]=[N:20][N:21]([C:23]2[CH:28]=[CH:27][C:26]([O:1][CH2:2][C@@H:3]3[C@@H:8]([NH:9][C:10](=[O:16])[O:11][C:12]([CH3:13])([CH3:15])[CH3:14])[CH2:7][CH2:6][O:5][CH2:4]3)=[CH:25][C:24]=2[F:30])[CH:22]=1. The catalyst class is: 36. (3) Reactant: [Cl:1][C:2]1[C:3]([O:12][CH2:13][C:14]([F:17])([F:16])[F:15])=[CH:4][C:5]([C:8](=[NH:11])[NH:9][OH:10])=[N:6][CH:7]=1.CCN(C(C)C)C(C)C.[C:27](Cl)(=O)[C:28]([CH3:31])([CH3:30])[CH3:29]. Product: [C:28]([C:31]1[O:10][N:9]=[C:8]([C:5]2[CH:4]=[C:3]([O:12][CH2:13][C:14]([F:17])([F:16])[F:15])[C:2]([Cl:1])=[CH:7][N:6]=2)[N:11]=1)([CH3:30])([CH3:29])[CH3:27]. The catalyst class is: 3. (4) Reactant: [Br:1][C:2]1[CH:3]=[CH:4][C:5]([O:19][CH2:20][C:21]2[CH:26]=[CH:25][C:24]([Cl:27])=[CH:23][CH:22]=2)=[C:6]([CH2:8][N:9]2[CH2:14][CH2:13][C:12]([OH:18])([C:15](O)=[O:16])[CH2:11][CH2:10]2)[CH:7]=1.[OH:28][CH2:29][CH2:30][N:31]1[CH2:36][CH2:35][NH:34][CH2:33][CH2:32]1.CN(C(ON1N=NC2C=CC=NC1=2)=[N+](C)C)C.F[P-](F)(F)(F)(F)F.CCN(C(C)C)C(C)C. Product: [Br:1][C:2]1[CH:3]=[CH:4][C:5]([O:19][CH2:20][C:21]2[CH:26]=[CH:25][C:24]([Cl:27])=[CH:23][CH:22]=2)=[C:6]([CH2:8][N:9]2[CH2:14][CH2:13][C:12]([C:15]([N:34]3[CH2:35][CH2:36][N:31]([CH2:30][CH2:29][OH:28])[CH2:32][CH2:33]3)=[O:16])([OH:18])[CH2:11][CH2:10]2)[CH:7]=1. The catalyst class is: 3.